Dataset: Full USPTO retrosynthesis dataset with 1.9M reactions from patents (1976-2016). Task: Predict the reactants needed to synthesize the given product. (1) Given the product [F:22][C:23]1[CH:24]=[C:25]2[C:29](=[CH:30][CH:31]=1)[NH:28][C:27](=[O:32])[C:26]2=[CH:20][C:3]1[NH:4][C:5]2[CH2:10][CH2:9][N:8]([CH2:11][CH2:12][N:13]3[CH2:14][CH2:15][CH2:16][CH2:17][CH2:18]3)[C:7](=[O:19])[C:6]=2[C:2]=1[CH3:1], predict the reactants needed to synthesize it. The reactants are: [CH3:1][C:2]1[C:6]2[C:7](=[O:19])[N:8]([CH2:11][CH2:12][N:13]3[CH2:18][CH2:17][CH2:16][CH2:15][CH2:14]3)[CH2:9][CH2:10][C:5]=2[NH:4][C:3]=1[CH:20]=O.[F:22][C:23]1[CH:24]=[C:25]2[C:29](=[CH:30][CH:31]=1)[NH:28][C:27](=[O:32])[CH2:26]2.N1CCCCC1. (2) Given the product [Si:13]([O:30][CH2:31][CH:32]1[O:35][C:4]2[C:5]3[C:10]([C:1](=[O:12])[C:2](=[O:11])[C:3]=2[S:34][CH2:33]1)=[CH:9][CH:8]=[CH:7][CH:6]=3)([C:26]([CH3:29])([CH3:27])[CH3:28])([C:20]1[CH:25]=[CH:24][CH:23]=[CH:22][CH:21]=1)[C:14]1[CH:15]=[CH:16][CH:17]=[CH:18][CH:19]=1, predict the reactants needed to synthesize it. The reactants are: [C:1]1(=[O:12])[C:10]2[C:5](=[CH:6][CH:7]=[CH:8][CH:9]=2)[CH:4]=[CH:3][C:2]1=[O:11].[Si:13]([O:30][CH2:31][CH:32]([OH:35])[CH2:33][SH:34])([C:26]([CH3:29])([CH3:28])[CH3:27])([C:20]1[CH:25]=[CH:24][CH:23]=[CH:22][CH:21]=1)[C:14]1[CH:19]=[CH:18][CH:17]=[CH:16][CH:15]=1.C(N(C(C)C)CC)(C)C.C(OCC)(=O)C. (3) Given the product [NH2:8][CH:9]1[CH2:14][CH2:13][N:12]([C:15]2[N:16]([CH2:39][C:40]([OH:42])=[O:41])[C:17](=[O:38])[C:18]([C:30]3[CH:35]=[CH:34][C:33]([O:36][CH3:37])=[CH:32][CH:31]=3)=[C:19]([C:21]3[CH:26]=[CH:25][C:24]([C:27]#[N:28])=[C:23]([F:29])[CH:22]=3)[N:20]=2)[CH2:11][CH2:10]1, predict the reactants needed to synthesize it. The reactants are: C(OC([NH:8][CH:9]1[CH2:14][CH2:13][N:12]([C:15]2[N:16]([CH2:39][C:40]([OH:42])=[O:41])[C:17](=[O:38])[C:18]([C:30]3[CH:35]=[CH:34][C:33]([O:36][CH3:37])=[CH:32][CH:31]=3)=[C:19]([C:21]3[CH:26]=[CH:25][C:24]([C:27]#[N:28])=[C:23]([F:29])[CH:22]=3)[N:20]=2)[CH2:11][CH2:10]1)=O)(C)(C)C.Cl. (4) Given the product [Cl:29][C:30]1[CH:31]=[C:32]([CH:33]=[CH:34][CH:35]=1)[O:36][CH2:2][C:3]1[CH:8]=[CH:7][C:6]([C:9]2[C:10]([NH:15][S:16]([C:19]3[CH:24]=[CH:23][CH:22]=[CH:21][C:20]=3[C:25]([F:27])([F:26])[F:28])(=[O:17])=[O:18])=[N:11][CH:12]=[CH:13][N:14]=2)=[CH:5][CH:4]=1, predict the reactants needed to synthesize it. The reactants are: Cl[CH2:2][C:3]1[CH:8]=[CH:7][C:6]([C:9]2[C:10]([NH:15][S:16]([C:19]3[CH:24]=[CH:23][CH:22]=[CH:21][C:20]=3[C:25]([F:28])([F:27])[F:26])(=[O:18])=[O:17])=[N:11][CH:12]=[CH:13][N:14]=2)=[CH:5][CH:4]=1.[Cl:29][C:30]1[CH:31]=[C:32]([OH:36])[CH:33]=[CH:34][CH:35]=1. (5) Given the product [NH2:37][C:36]1[N:13]([C:11]2[CH:10]=[CH:9][C:7]3[NH:8][C:4]([CH3:3])=[N:5][C:6]=3[CH:12]=2)[N:14]=[CH:38][C:35]=1[C:33]([C:25]1[N:24]([S:21]([C:15]2[CH:20]=[CH:19][CH:18]=[CH:17][CH:16]=2)(=[O:23])=[O:22])[C:32]2[C:27]([CH:26]=1)=[CH:28][CH:29]=[CH:30][CH:31]=2)=[O:34], predict the reactants needed to synthesize it. The reactants are: Cl.Cl.[CH3:3][C:4]1[NH:8][C:7]2[CH:9]=[CH:10][C:11]([NH:13][NH2:14])=[CH:12][C:6]=2[N:5]=1.[C:15]1([S:21]([N:24]2[C:32]3[C:27](=[CH:28][CH:29]=[CH:30][CH:31]=3)[CH:26]=[C:25]2[C:33]([C:35](=[CH:38]N(C)C)[C:36]#[N:37])=[O:34])(=[O:23])=[O:22])[CH:20]=[CH:19][CH:18]=[CH:17][CH:16]=1. (6) Given the product [C:1]([C:3]1([NH:6][C:7](=[O:8])[C@@H:9]([NH2:15])[CH2:10][C:11]([F:14])([F:13])[CH3:12])[CH2:4][CH2:5]1)#[N:2], predict the reactants needed to synthesize it. The reactants are: [C:1]([C:3]1([NH:6][C:7]([C@@H:9]([NH:15]C(=O)OC(C)(C)C)[CH2:10][C:11]([F:14])([F:13])[CH3:12])=[O:8])[CH2:5][CH2:4]1)#[N:2]. (7) Given the product [Cl:1][C:2]1[N:10]=[C:9]2[C:5]([N:6]=[C:7]([C:12]3([OH:18])[CH2:17][CH2:16][O:15][CH2:14][CH2:13]3)[N:8]2[CH2:11][CH3:27])=[C:4]([N:19]2[CH2:24][CH2:23][O:22][CH2:21][C@@H:20]2[CH3:25])[N:3]=1, predict the reactants needed to synthesize it. The reactants are: [Cl:1][C:2]1[N:10]=[C:9]2[C:5]([N:6]=[C:7]([C:12]3([OH:18])[CH2:17][CH2:16][O:15][CH2:14][CH2:13]3)[N:8]2[CH3:11])=[C:4]([N:19]2[CH2:24][CH2:23][O:22][CH2:21][C@@H:20]2[CH3:25])[N:3]=1.Cl[C:27]1N=C2C(N=CN2CC)=C(N2CCOC[C@@H]2C)N=1.